From a dataset of Forward reaction prediction with 1.9M reactions from USPTO patents (1976-2016). Predict the product of the given reaction. (1) Given the reactants [CH:1]([NH:4]CC1ON=C(C2C=CC(C)=CC=2)N=1)([CH3:3])[CH3:2].Cl[CH2:19][N:20]1[C:28](=[O:29])[C:27]2[C:22](=[CH:23][CH:24]=[CH:25][CH:26]=2)[C:21]1=[O:30].C(N)(C)C.C(=O)([O-])[O-].[K+].[K+], predict the reaction product. The product is: [CH:1]([NH:4][CH2:19][N:20]1[C:28](=[O:29])[C:27]2[C:22](=[CH:23][CH:24]=[CH:25][CH:26]=2)[C:21]1=[O:30])([CH3:3])[CH3:2]. (2) Given the reactants [Br-].[C:2]([O:7][CH2:8][CH2:9][CH2:10][N:11]1[CH:15]=[CH:14][N+:13]([CH2:16][CH3:17])=[CH:12]1)(=[O:6])[C:3]([CH3:5])=[CH2:4].[N-:18]([S:26]([C:29]([F:32])([F:31])[F:30])(=[O:28])=[O:27])[S:19]([C:22]([F:25])([F:24])[F:23])(=[O:21])=[O:20].[Li+], predict the reaction product. The product is: [N-:18]([S:19]([C:22]([F:25])([F:23])[F:24])(=[O:21])=[O:20])[S:26]([C:29]([F:32])([F:31])[F:30])(=[O:28])=[O:27].[C:2]([O:7][CH2:8][CH2:9][CH2:10][N:11]1[CH:15]=[CH:14][N+:13]([CH2:16][CH3:17])=[CH:12]1)(=[O:6])[C:3]([CH3:5])=[CH2:4]. (3) Given the reactants [NH2:1][C:2]1[CH:7]=[CH:6][CH:5]=[CH:4][CH:3]=1.[Cl-].[Cl:9][C:10]1[CH:15]=[CH:14][C:13]([N+]#N)=[CH:12][CH:11]=1, predict the reaction product. The product is: [Cl:9][C:10]1[CH:15]=[CH:14][C:13]([C:3]2[C:2]([NH2:1])=[CH:7][CH:6]=[CH:5][CH:4]=2)=[CH:12][CH:11]=1.[Cl:9][C:10]1[CH:15]=[CH:14][C:13]([C:5]2[CH:6]=[CH:7][C:2]([NH2:1])=[CH:3][CH:4]=2)=[CH:12][CH:11]=1. (4) Given the reactants Br[C:2]1[CH:7]=[CH:6][C:5]([C@H:8]([N:10]2[CH2:15][CH2:14][N:13]([C:16]3[CH:17]=[CH:18][C:19]4[N:20]([C:22]([C:25]([F:28])([F:27])[F:26])=[N:23][N:24]=4)[N:21]=3)[CH2:12][CH2:11]2)[CH3:9])=[CH:4][CH:3]=1.[CH3:29][N:30](C)CCN(C)C, predict the reaction product. The product is: [F:26][C:25]([F:28])([F:27])[C:22]1[N:20]2[N:21]=[C:16]([N:13]3[CH2:14][CH2:15][N:10]([C@@H:8]([C:5]4[CH:6]=[CH:7][C:2]([C:29]#[N:30])=[CH:3][CH:4]=4)[CH3:9])[CH2:11][CH2:12]3)[CH:17]=[CH:18][C:19]2=[N:24][N:23]=1. (5) Given the reactants C([O:4][C:5](=[O:66])[C@H:6]([CH2:15][C:16]1[CH:21]=[CH:20][C:19]([O:22][C:23](=[O:65])[NH:24][CH2:25][CH2:26][CH:27]([N:56]([C:58]([O:60][C:61]([CH3:64])([CH3:63])[CH3:62])=[O:59])[CH3:57])[C:28]([NH:30][C@@H:31]([CH2:35][S:36][C:37]([C:50]2[CH:55]=[CH:54][CH:53]=[CH:52][CH:51]=2)([C:44]2[CH:49]=[CH:48][CH:47]=[CH:46][CH:45]=2)[C:38]2[CH:43]=[CH:42][CH:41]=[CH:40][CH:39]=2)[C:32]([NH2:34])=[O:33])=[O:29])=[CH:18][CH:17]=1)[NH:7][C:8]([O:10][C:11]([CH3:14])([CH3:13])[CH3:12])=[O:9])C=C.C(N(CC)CC)C.C(O)=O, predict the reaction product. The product is: [NH2:34][C:32](=[O:33])[C@@H:31]([NH:30][C:28](=[O:29])[CH:27]([N:56]([C:58]([O:60][C:61]([CH3:64])([CH3:63])[CH3:62])=[O:59])[CH3:57])[CH2:26][CH2:25][NH:24][C:23]([O:22][C:19]1[CH:20]=[CH:21][C:16]([CH2:15][C@@H:6]([C:5]([OH:66])=[O:4])[NH:7][C:8]([O:10][C:11]([CH3:13])([CH3:12])[CH3:14])=[O:9])=[CH:17][CH:18]=1)=[O:65])[CH2:35][S:36][C:37]([C:44]1[CH:49]=[CH:48][CH:47]=[CH:46][CH:45]=1)([C:38]1[CH:43]=[CH:42][CH:41]=[CH:40][CH:39]=1)[C:50]1[CH:55]=[CH:54][CH:53]=[CH:52][CH:51]=1.